From a dataset of Forward reaction prediction with 1.9M reactions from USPTO patents (1976-2016). Predict the product of the given reaction. (1) Given the reactants [CH3:1][O:2][C:3]1[C:4]2[NH:21][N:20]=[CH:19][C:5]=2[N:6]=[C:7]([N:9]2[CH:13]=[C:12]([C:14]([O:16][CH2:17][CH3:18])=[O:15])[CH:11]=[N:10]2)[N:8]=1.[Cl:22]N1C(=O)CCC1=O, predict the reaction product. The product is: [Cl:22][C:19]1[C:5]2[N:6]=[C:7]([N:9]3[CH:13]=[C:12]([C:14]([O:16][CH2:17][CH3:18])=[O:15])[CH:11]=[N:10]3)[N:8]=[C:3]([O:2][CH3:1])[C:4]=2[NH:21][N:20]=1. (2) Given the reactants [N+:1]([C:4]1[CH:5]=[C:6]([CH:32]=[CH:33][CH:34]=1)[C:7]([NH:9][C:10]1[CH:11]=[CH:12][C:13]2[N:17]=[CH:16][N:15]([CH:18]([C:25]3[CH:30]=[CH:29][CH:28]=[CH:27][CH:26]=3)[CH2:19][C:20]([O:22]CC)=[O:21])[C:14]=2[CH:31]=1)=[O:8])([O-:3])=[O:2], predict the reaction product. The product is: [N+:1]([C:4]1[CH:5]=[C:6]([CH:32]=[CH:33][CH:34]=1)[C:7]([NH:9][C:10]1[CH:11]=[CH:12][C:13]2[N:17]=[CH:16][N:15]([CH:18]([C:25]3[CH:26]=[CH:27][CH:28]=[CH:29][CH:30]=3)[CH2:19][C:20]([OH:22])=[O:21])[C:14]=2[CH:31]=1)=[O:8])([O-:3])=[O:2]. (3) Given the reactants [F:1][C:2]([F:35])([F:34])[C:3]1[CH:4]=[C:5]([CH:27]=[C:28]([C:30]([F:33])([F:32])[F:31])[CH:29]=1)[CH2:6][N:7]([C@H:20]1[CH2:24][C@@H:23]([CH2:25][CH3:26])[NH:22][CH2:21]1)[C:8]1[N:13]=[CH:12][C:11]([C:14]2[CH:15]=[N:16][N:17]([CH3:19])[CH:18]=2)=[CH:10][N:9]=1.Cl[C:37]1[CH:42]=[CH:41][C:40]([C:43]([F:46])([F:45])[F:44])=[CH:39][N:38]=1.C(N(C(C)C)C(C)C)C, predict the reaction product. The product is: [F:35][C:2]([F:34])([F:1])[C:3]1[CH:4]=[C:5]([CH:27]=[C:28]([C:30]([F:33])([F:32])[F:31])[CH:29]=1)[CH2:6][N:7]([C@H:20]1[CH2:24][C@@H:23]([CH2:25][CH3:26])[N:22]([C:37]2[CH:42]=[CH:41][C:40]([C:43]([F:46])([F:45])[F:44])=[CH:39][N:38]=2)[CH2:21]1)[C:8]1[N:9]=[CH:10][C:11]([C:14]2[CH:15]=[N:16][N:17]([CH3:19])[CH:18]=2)=[CH:12][N:13]=1. (4) Given the reactants Cl[C:2]1[N:7]=[C:6]([NH:8][C:9]2[CH:10]=[N:11][C:12]([O:15][CH3:16])=[CH:13][CH:14]=2)[CH:5]=[C:4]([N:17]2[CH2:22][CH2:21][O:20][CH2:19][CH2:18]2)[N:3]=1.[CH3:23][O:24][C:25]1[C:30](B2OC(C)(C)C(C)(C)O2)=[CH:29][N:28]=[C:27]([NH2:40])[N:26]=1, predict the reaction product. The product is: [CH3:23][O:24][C:25]1[C:30]([C:2]2[N:7]=[C:6]([NH:8][C:9]3[CH:10]=[N:11][C:12]([O:15][CH3:16])=[CH:13][CH:14]=3)[CH:5]=[C:4]([N:17]3[CH2:22][CH2:21][O:20][CH2:19][CH2:18]3)[N:3]=2)=[CH:29][N:28]=[C:27]([NH2:40])[N:26]=1. (5) Given the reactants [F:1][C:2]1[CH:7]=[CH:6][CH:5]=[CH:4][C:3]=1[N:8]1[C:12](O)=[CH:11][C:10]([C:14]([O:16][CH2:17][CH3:18])=[O:15])=[N:9]1.P(Br)(Br)([Br:21])=O.C(=O)([O-])O.[Na+], predict the reaction product. The product is: [Br:21][C:12]1[N:8]([C:3]2[CH:4]=[CH:5][CH:6]=[CH:7][C:2]=2[F:1])[N:9]=[C:10]([C:14]([O:16][CH2:17][CH3:18])=[O:15])[CH:11]=1.